From a dataset of Forward reaction prediction with 1.9M reactions from USPTO patents (1976-2016). Predict the product of the given reaction. (1) Given the reactants [C:1]([C:5]1[O:9][N:8]=[C:7]([C:10]2[CH:15]=[C:14](Cl)[C:13]([CH:17]3[CH2:19][CH2:18]3)=[CH:12][N:11]=2)[N:6]=1)([CH3:4])([CH3:3])[CH3:2].[OH:20][CH2:21][CH2:22][N:23]1[CH2:27][CH2:26][CH2:25][CH2:24]1, predict the reaction product. The product is: [C:1]([C:5]1[O:9][N:8]=[C:7]([C:10]2[CH:15]=[C:14]([O:20][CH2:21][CH2:22][N:23]3[CH2:27][CH2:26][CH2:25][CH2:24]3)[C:13]([CH:17]3[CH2:19][CH2:18]3)=[CH:12][N:11]=2)[N:6]=1)([CH3:4])([CH3:3])[CH3:2]. (2) Given the reactants [Cl:1][C:2]1[CH:7]=[CH:6][C:5]([N+:8]([O-:10])=[O:9])=[CH:4][C:3]=1[C:11]1[NH:15][C:14]2[CH:16]=[CH:17][C:18]([C:20]#[N:21])=[CH:19][C:13]=2[N:12]=1.C(N(CC)CC)C.Cl.[NH2:30][OH:31], predict the reaction product. The product is: [Cl:1][C:2]1[CH:7]=[CH:6][C:5]([N+:8]([O-:10])=[O:9])=[CH:4][C:3]=1[C:11]1[NH:15][C:14]2[CH:16]=[CH:17][C:18]([C:20]([NH:30][OH:31])=[NH:21])=[CH:19][C:13]=2[N:12]=1. (3) Given the reactants Br[CH2:2][C:3]1[CH:12]=[CH:11][C:6]([C:7]([O:9][CH3:10])=[O:8])=[CH:5][CH:4]=1.C([O-])([O-])=O.[K+].[K+].[Cl-].[CH:20]([O:23][C:24](=[O:27])C[NH3+])([CH3:22])[CH3:21], predict the reaction product. The product is: [CH:20]([O:23][C:24](=[O:27])[CH2:2][C:3]1[CH:12]=[CH:11][C:6]([C:7]([O:9][CH3:10])=[O:8])=[CH:5][CH:4]=1)([CH3:22])[CH3:21].